This data is from Forward reaction prediction with 1.9M reactions from USPTO patents (1976-2016). The task is: Predict the product of the given reaction. (1) Given the reactants [CH3:1][O:2][C:3]1[C:8]2[C:9]([CH3:12])=[CH:10][O:11][C:7]=2[CH:6]=[CH:5][CH:4]=1.[Se](=O)=[O:14], predict the reaction product. The product is: [CH3:1][O:2][C:3]1[C:8]2[C:9]([CH:12]=[O:14])=[CH:10][O:11][C:7]=2[CH:6]=[CH:5][CH:4]=1. (2) Given the reactants Cl[C:2]1[CH:3]=[CH:4][C:5]2[N:6]([C:8]([C:11]([F:14])([F:13])[F:12])=[N:9][N:10]=2)[N:7]=1.[CH3:15][O:16][C:17]1[CH:18]=[C:19]2[C:23](=[CH:24][CH:25]=1)[NH:22][CH:21]=[C:20]2[CH:26]1[CH2:31][CH2:30][NH:29][CH2:28][CH2:27]1.CCN(C(C)C)C(C)C, predict the reaction product. The product is: [CH3:15][O:16][C:17]1[CH:18]=[C:19]2[C:23](=[CH:24][CH:25]=1)[NH:22][CH:21]=[C:20]2[CH:26]1[CH2:31][CH2:30][N:29]([C:2]2[CH:3]=[CH:4][C:5]3[N:6]([C:8]([C:11]([F:14])([F:13])[F:12])=[N:9][N:10]=3)[N:7]=2)[CH2:28][CH2:27]1.